This data is from HIV replication inhibition screening data with 41,000+ compounds from the AIDS Antiviral Screen. The task is: Binary Classification. Given a drug SMILES string, predict its activity (active/inactive) in a high-throughput screening assay against a specified biological target. (1) The drug is CN(C)Cc1ccccc1CCO. The result is 0 (inactive). (2) The molecule is CCOC(=O)C1=C(NC(C)(C)C)OCC1=NNC(=O)Cc1ccccc1. The result is 0 (inactive). (3) The compound is O=C(c1ccc(Cl)cc1)c1ccc(OCCCOc2ccc(C(=O)c3ccc(Cl)cc3)cc2)cc1. The result is 0 (inactive). (4) The molecule is CC1C(OC(=O)C(O)(c2ccccc2)c2ccccc2)C2CCN1CC2.Cl. The result is 0 (inactive). (5) The drug is CC1(C)CN=C(Nc2ccc(F)c(Cl)c2)S1. The result is 0 (inactive). (6) The drug is O=[N+]([O-])c1ccc(NC(c2ccccc2)P(=O)(Oc2ccccc2)Oc2ccccc2)cc1. The result is 0 (inactive). (7) The molecule is COc1ccc(N2C(=O)CC(c3c[nH]c4ccccc34)C2=O)cc1. The result is 0 (inactive). (8) The drug is CC12CC(=O)C3C(C(=O)C1)C32C. The result is 0 (inactive).